From a dataset of Reaction yield outcomes from USPTO patents with 853,638 reactions. Predict the reaction yield, written as a fraction of the theoretical maximum amount of product (1.0 means a 100% yield; for example, 0.34 means a 34% yield). The reactants are CO[C:3](=[O:24])[C:4]1[CH:9]=[CH:8][C:7]([O:10][CH2:11][C:12]2[C:13]([C:17]3[CH:22]=[CH:21][C:20]([F:23])=[CH:19][CH:18]=3)=[N:14][O:15][CH:16]=2)=[N:6][CH:5]=1.[F:25][C:26]([F:30])([F:29])[CH2:27][NH2:28]. No catalyst specified. The product is [F:23][C:20]1[CH:19]=[CH:18][C:17]([C:13]2[C:12]([CH2:11][O:10][C:7]3[CH:8]=[CH:9][C:4]([C:3]([NH:28][CH2:27][C:26]([F:30])([F:29])[F:25])=[O:24])=[CH:5][N:6]=3)=[CH:16][O:15][N:14]=2)=[CH:22][CH:21]=1. The yield is 0.410.